Task: Regression/Classification. Given an antibody's heavy chain and light chain sequences, predict its developability. TAP uses regression for 5 developability metrics; SAbDab uses binary classification.. Dataset: Antibody developability classification from SAbDab with 2,409 antibodies (1) The antibody is ['EVKLDETGGGLVQPGRPMKLSCVASGFTFSDYWMNWVRQSPEKGLEWVAQIRNKPYNYETYYSDSVKGRFTISRDDSKSSVYLQMNNLRAEDMGIYYCTSYGYHGAYWGQGTLVTVSA', 'DVVMTQTPLSLPVSLGDQASISCRSSQSLVHSNGNTYLHWYLQKPGQSPKLLIYKVSNRFSGVPDRFSGSGSGTDFTLKISRVEAEDLGVYFCSQSTHVPWTFGGGTKLEIK']. Result: 0 (not developable). (2) The antibody is ['QVQLQQSGAELVRPGTSVKVSCKASGYAFTNYLIEWVKQRPGQGLEWIGVINPGSGGTNYNEKFKGKATLTADKSSSTAYMQLSSLTSDDSAVYFCARWRGDGYYAYFDVWGAGTTVTVSS', 'DIVLTQSPASLAVSLGQRATISCKASQSVDYDGDSYMNWYQQKPGQPPKLLIYAASNLESGIPARFSGSGSGTDFTLNIHPVEEEDAATYYCQQSNEDPYTFGGGTKLEIK']. Result: 0 (not developable). (3) The antibody is ['EVQLVESGGGLVKPGGSLKLSCAVSGFTFSDYAMSWIRQTPENRLEWVASINIGATYAYYPDSVKGRFTISRDNAKNTLFLQMSSLGSEDTAMYYCARPGSPYEYDKAYYSMAYWGPGTSVTVSS', 'DVQMTQSTSSLSASLGDRVTISCRASQDIKNYLNWYQQKPGGTVKLLIYYSSTLLSGVPSRFSGRGSGTDFSLTITNLEREDIATYFCQQSITLPPTFGGGTKLEIK']. Result: 0 (not developable). (4) The antibody is ['3ze0', 'PROT_98C4C262']. Result: 0 (not developable). (5) The antibody is ['6ayn', 'PROT_D746F282']. Result: 0 (not developable).